Task: Predict the reactants needed to synthesize the given product.. Dataset: Full USPTO retrosynthesis dataset with 1.9M reactions from patents (1976-2016) (1) Given the product [C:15]([NH:19][C:18](=[CH:20][C:21]1[CH:22]=[CH:23][C:24]([C:25]#[N:26])=[CH:27][CH:28]=1)[C:17]([NH:11][C@@H:7]([CH:4]1[CH2:3][CH2:2][CH2:1][CH2:6][CH2:5]1)[C:8]([OH:10])=[O:9])=[O:29])(=[O:16])[CH3:14], predict the reactants needed to synthesize it. The reactants are: [CH2:1]1[CH2:6][CH2:5][CH:4]([C@H:7]([NH2:11])[C:8]([OH:10])=[O:9])[CH2:3][CH2:2]1.[OH-].[Na+].[CH3:14][C:15]1[O:16][C:17](=[O:29])[C:18](=[CH:20][C:21]2[CH:28]=[CH:27][C:24]([C:25]#[N:26])=[CH:23][CH:22]=2)[N:19]=1. (2) Given the product [C:14]([O:13][C:12]([NH:11][C:3]1[CH:4]=[CH:5][C:6]([N+:8]([O-:10])=[O:9])=[CH:7][C:2]=1[C:25]#[C:24][C:26]1[CH:27]=[C:28]([NH:32][C:33](=[O:39])[O:34][C:35]([CH3:37])([CH3:36])[CH3:38])[CH:29]=[CH:30][CH:31]=1)=[O:18])([CH3:17])([CH3:16])[CH3:15], predict the reactants needed to synthesize it. The reactants are: I[C:2]1[CH:7]=[C:6]([N+:8]([O-:10])=[O:9])[CH:5]=[CH:4][C:3]=1[NH:11][C:12](=[O:18])[O:13][C:14]([CH3:17])([CH3:16])[CH3:15].O1CCCC1.[C:24]([C:26]1[CH:27]=[C:28]([NH:32][C:33](=[O:39])[O:34][C:35]([CH3:38])([CH3:37])[CH3:36])[CH:29]=[CH:30][CH:31]=1)#[CH:25].